Predict which catalyst facilitates the given reaction. From a dataset of Catalyst prediction with 721,799 reactions and 888 catalyst types from USPTO. (1) Reactant: [Cl:1][C:2]1[N:3]=[CH:4][C:5]([CH2:8][N:9]2[C:17]3[C:12](=[CH:13][C:14]([O:18][CH3:19])=[CH:15][CH:16]=3)[C:11]([C:20](=[O:24])[C:21]([OH:23])=O)=[C:10]2[CH3:25])=[N:6][CH:7]=1.C(N(CC)CC)C.[CH3:33][O:34][C:35]1[CH:40]=[C:39]([NH2:41])[CH:38]=[CH:37][N:36]=1.C(P1(=O)OP(CCC)(=O)OP(CCC)(=O)O1)CC. Product: [Cl:1][C:2]1[N:3]=[CH:4][C:5]([CH2:8][N:9]2[C:17]3[C:12](=[CH:13][C:14]([O:18][CH3:19])=[CH:15][CH:16]=3)[C:11]([C:20](=[O:24])[C:21]([NH:41][C:39]3[CH:38]=[CH:37][N:36]=[C:35]([O:34][CH3:33])[CH:40]=3)=[O:23])=[C:10]2[CH3:25])=[N:6][CH:7]=1. The catalyst class is: 647. (2) Reactant: [CH2:1]([C:4]1[C:13]([CH3:14])=[C:12]2[C:7]([C:8]([CH3:17])([CH3:16])[CH2:9][C:10](=[O:15])[O:11]2)=[C:6]([CH3:18])[C:5]=1[O:19][CH2:20][O:21][CH3:22])[CH:2]=[CH2:3].B.C1C[O:27]CC1.[OH-].[Na+].OO. Product: [OH:27][CH2:3][CH2:2][CH2:1][C:4]1[C:13]([CH3:14])=[C:12]2[C:7]([C:8]([CH3:16])([CH3:17])[CH2:9][C:10](=[O:15])[O:11]2)=[C:6]([CH3:18])[C:5]=1[O:19][CH2:20][O:21][CH3:22]. The catalyst class is: 20.